Dataset: Full USPTO retrosynthesis dataset with 1.9M reactions from patents (1976-2016). Task: Predict the reactants needed to synthesize the given product. (1) Given the product [CH3:9][O:8][C:3]1[CH:4]=[CH:5][CH:6]=[CH:7][C:2]=1[N:27]1[CH2:26][CH2:25][O:24][C:23]2[CH:28]=[C:19]([S:16]([NH:15][C:11]3[S:10][CH:14]=[CH:13][N:12]=3)(=[O:18])=[O:17])[CH:20]=[CH:21][C:22]1=2, predict the reactants needed to synthesize it. The reactants are: Br[C:2]1[CH:7]=[CH:6][CH:5]=[CH:4][C:3]=1[O:8][CH3:9].[S:10]1[CH:14]=[CH:13][N:12]=[C:11]1[NH:15][S:16]([C:19]1[CH:20]=[CH:21][C:22]2[NH:27][CH2:26][CH2:25][O:24][C:23]=2[CH:28]=1)(=[O:18])=[O:17].CC1(C)C2C(=C(P(C3C=CC=CC=3)C3C=CC=CC=3)C=CC=2)OC2C(P(C3C=CC=CC=3)C3C=CC=CC=3)=CC=CC1=2.CC(C)([O-])C.[Na+]. (2) Given the product [CH3:9][C:2]([C:10]1[CH:11]=[C:12]([CH:17]=[CH:18][CH:19]=1)[C:13]([OH:15])=[O:14])([CH3:1])[C:3]#[CH:4], predict the reactants needed to synthesize it. The reactants are: [CH3:1][C:2]([C:10]1[CH:11]=[C:12]([CH:17]=[CH:18][CH:19]=1)[C:13]([O:15]C)=[O:14])([CH3:9])[C:3]#[C:4][Si](C)(C)C.C1COCC1.CO.[OH-].[Li+]. (3) Given the product [OH-:23].[NH4+:2].[CH3:40][O:39][C:33]1[CH:32]=[C:31]([CH:36]=[CH:35][C:34]=1[O:37][CH3:38])[O:30][CH:9]([C:6]1[CH:5]=[CH:4][C:3]([C:1]#[N:2])=[CH:8][CH:7]=1)[CH2:10][CH2:11][CH2:12][N:13]1[CH2:19][CH:18]2[CH:20]([NH:21][CH3:22])[CH:15]([CH2:16][CH2:17]2)[CH2:14]1, predict the reactants needed to synthesize it. The reactants are: [C:1]([C:3]1[CH:8]=[CH:7][C:6]([CH:9]([O:30][C:31]2[CH:36]=[CH:35][C:34]([O:37][CH3:38])=[C:33]([O:39][CH3:40])[CH:32]=2)[CH2:10][CH2:11][CH2:12][N:13]2[CH2:19][CH:18]3[CH:20]([N:21](C)[C:22](=O)[O:23]C(C)(C)C)[CH:15]([CH2:16][CH2:17]3)[CH2:14]2)=[CH:5][CH:4]=1)#[N:2].Cl. (4) Given the product [CH2:4]([N:11]1[C:15](=[O:16])[C:14]2=[C:17]([CH2:18][C:19]3[CH:24]=[CH:23][CH:22]=[C:21]([O:25][CH3:26])[CH:20]=3)[N:27]([CH2:28][C:29]3[CH:34]=[CH:33][CH:32]=[CH:31][N:30]=3)[C:36](=[O:38])[CH:35]=[C:13]2[NH:12]1)[C:5]1[CH:6]=[CH:7][CH:8]=[CH:9][CH:10]=1, predict the reactants needed to synthesize it. The reactants are: CO[Na].[CH2:4]([N:11]1[C:15](=[O:16])/[C:14](=[C:17](\[NH:27][CH2:28][C:29]2[CH:34]=[CH:33][CH:32]=[CH:31][N:30]=2)/[CH2:18][C:19]2[CH:24]=[CH:23][CH:22]=[C:21]([O:25][CH3:26])[CH:20]=2)/[C:13]([CH2:35][C:36]([O:38]C)=O)=[N:12]1)[C:5]1[CH:10]=[CH:9][CH:8]=[CH:7][CH:6]=1. (5) Given the product [F:10][C:9]([F:12])([F:11])[C:7]1[CH:6]=[C:5]([C@@H:13]([N:15]([CH3:40])[C:16]([N:18]2[CH2:31][CH2:30][C@:21]3([NH:25][C@@H:24]([C:26]([NH2:43])=[O:28])[CH2:23][CH2:22]3)[CH2:20][C@@H:19]2[C:32]2[CH:37]=[CH:36][C:35]([F:38])=[CH:34][C:33]=2[CH3:39])=[O:17])[CH3:14])[CH:4]=[C:3]([C:2]([F:1])([F:41])[F:42])[CH:8]=1, predict the reactants needed to synthesize it. The reactants are: [F:1][C:2]([F:42])([F:41])[C:3]1[CH:4]=[C:5]([C@@H:13]([N:15]([CH3:40])[C:16]([N:18]2[CH2:31][CH2:30][C@:21]3([NH:25][C@@H:24]([C:26]([O:28]C)=O)[CH2:23][CH2:22]3)[CH2:20][C@@H:19]2[C:32]2[CH:37]=[CH:36][C:35]([F:38])=[CH:34][C:33]=2[CH3:39])=[O:17])[CH3:14])[CH:6]=[C:7]([C:9]([F:12])([F:11])[F:10])[CH:8]=1.[NH3:43]. (6) Given the product [CH2:6]([O:13][CH2:14][C@H:15]1[CH2:17][C@@H:16]1[CH2:18][C:21]#[N:22])[C:7]1[CH:12]=[CH:11][CH:10]=[CH:9][CH:8]=1, predict the reactants needed to synthesize it. The reactants are: CS(Cl)(=O)=O.[CH2:6]([O:13][CH2:14][C@H:15]1[CH2:17][C@@H:16]1[CH2:18]O)[C:7]1[CH:12]=[CH:11][CH:10]=[CH:9][CH:8]=1.O.[C-:21]#[N:22].[K+]. (7) Given the product [F:8][C:9]([F:16])([C:12]([F:15])([F:14])[F:13])[CH2:10][NH:11][C:2]1[N:7]=[CH:6][CH:5]=[CH:4][N:3]=1, predict the reactants needed to synthesize it. The reactants are: Cl[C:2]1[N:7]=[CH:6][CH:5]=[CH:4][N:3]=1.[F:8][C:9]([F:16])([C:12]([F:15])([F:14])[F:13])[CH2:10][NH2:11].C(N(C(C)C)CC)(C)C. (8) Given the product [C:18]([NH:17][C:14]1[S:15][CH:16]=[C:12]([CH2:11][CH2:10][C:7]2[CH:8]=[CH:9][C:4]([CH2:3][CH2:2][S:1][C:21]([NH:35][NH:34][C:33]([O:37][C:38]([CH3:41])([CH3:40])[CH3:39])=[O:36])=[O:22])=[CH:5][CH:6]=2)[N:13]=1)(=[O:20])[CH3:19], predict the reactants needed to synthesize it. The reactants are: [SH:1][CH2:2][CH2:3][C:4]1[CH:9]=[CH:8][C:7]([CH2:10][CH2:11][C:12]2[N:13]=[C:14]([NH:17][C:18](=[O:20])[CH3:19])[S:15][CH:16]=2)=[CH:6][CH:5]=1.[C:21](N1C=CN=C1)(N1C=CN=C1)=[O:22].[C:33]([O:37][C:38]([CH3:41])([CH3:40])[CH3:39])(=[O:36])[NH:34][NH2:35].Cl. (9) Given the product [Cl:7][C:8]1[C:9]([O:22][CH3:23])=[C:10]([O:20][CH3:21])[CH:11]=[CH:12][C:13]=1[CH2:14][CH:15]([NH2:17])[CH3:16], predict the reactants needed to synthesize it. The reactants are: [H-].[H-].[H-].[H-].[Li+].[Al+3].[Cl:7][C:8]1[C:9]([O:22][CH3:23])=[C:10]([O:20][CH3:21])[CH:11]=[CH:12][C:13]=1[CH:14]=[C:15]([N+:17]([O-])=O)[CH3:16].O.[OH-].[Na+]. (10) Given the product [C:1]([CH2:4][CH2:5][C:6]1[C:18]([CH2:19][CH2:20][CH2:21][CH2:22][CH2:23][CH2:24][O:25][C:26]2[CH:31]=[C:30]([C:32]3[CH:36]=[CH:35][S:34][CH:33]=3)[CH:29]=[C:28]([C:37](=[O:41])[NH:38][CH:39]3[CH2:48][CH2:47][CH2:45]3)[CH:27]=2)=[CH:17][CH:16]=[CH:15][C:7]=1[O:8][CH2:9][CH2:10][CH2:11][C:12]([OH:14])=[O:13])([OH:3])=[O:2], predict the reactants needed to synthesize it. The reactants are: [C:1]([CH2:4][CH2:5][C:6]1[C:18]([CH2:19][CH2:20][CH2:21][CH2:22][CH2:23][CH2:24][O:25][C:26]2[CH:31]=[C:30]([C:32]3[CH:36]=[CH:35][S:34][CH:33]=3)[CH:29]=[C:28]([C:37](=[O:41])[N:38](C)[CH3:39])[CH:27]=2)=[CH:17][CH:16]=[CH:15][C:7]=1[O:8][CH2:9][CH2:10][CH2:11][C:12]([OH:14])=[O:13])([OH:3])=[O:2].C(O[C:45]([CH2:47][CH2:48]C1C(OCCCC(OCC)=O)=CC=CC=1CCCCCCOC1C=C(C=C(C2C=CSC=2)C=1)C(O)=O)=O)C.C1(N)CCC1.